From a dataset of Experimentally validated miRNA-target interactions with 360,000+ pairs, plus equal number of negative samples. Binary Classification. Given a miRNA mature sequence and a target amino acid sequence, predict their likelihood of interaction. The miRNA is mmu-miR-331-5p with sequence CUAGGUAUGGUCCCAGGGAUCC. The protein sequence of the target gene is MTKTDPAPMAPPPRGEEEEEEEEDEPVPEAPSPTQERRQKPVVHPSAPAPLPKDYAFTFFDPNDPACQEILFDPKTTIPELFAIVRQWVPQVQHKIDVIGNEILRRGCHVNDRDGLTDMTLLHYACKAGAHGVGDPAAAVRLSQQLLALGADVTLRSRWTNMNALHYAAYFDVPDLVRVLLKGARPRVVNSTCSDFNHGSALHIAASNLCLGAAKCLLEHGANPALRNRKGQVPAEVVPDPMDMSLDKAEAALVAKELRTLLEEAVPLSCTLPKVTLPNYDNVPGNLMLSALGLRLGDRV.... Result: 0 (no interaction).